Dataset: Reaction yield outcomes from USPTO patents with 853,638 reactions. Task: Predict the reaction yield, written as a fraction of the theoretical maximum amount of product (1.0 means a 100% yield; for example, 0.34 means a 34% yield). (1) The reactants are [CH:1]1([S:4]([NH2:7])(=[O:6])=[O:5])[CH2:3][CH2:2]1.[C:8]12([CH2:18][O:19][C:20]3[C:25]([CH:26]4C[CH2:27]4)=[CH:24][N:23]4[C:29](Br)=[N:30][N:31]=[C:22]4[CH:21]=3)[CH2:17][CH:12]3[CH2:13][CH:14]([CH2:16][CH:10]([CH2:11]3)[CH2:9]1)[CH2:15]2.C(=O)([O-])[O-].[Cs+].[Cs+].CN[C@@H]1CCCC[C@H]1NC. The catalyst is C1(C)C=CC=CC=1.CS(C)=O. The product is [C:8]12([CH2:18][O:19][C:20]3[C:25]([CH2:26][CH3:27])=[CH:24][N:23]4[C:29]([NH:7][S:4]([CH:1]5[CH2:3][CH2:2]5)(=[O:6])=[O:5])=[N:30][N:31]=[C:22]4[CH:21]=3)[CH2:9][CH:10]3[CH2:11][CH:12]([CH2:13][CH:14]([CH2:16]3)[CH2:15]1)[CH2:17]2. The yield is 0.780. (2) The reactants are [C:1]([N:5]1[C:9]2=[N:10][C:11](F)=[CH:12][CH:13]=[C:8]2[C:7]([C:15]([OH:17])=O)=[N:6]1)([CH3:4])([CH3:3])[CH3:2].C([N:20](CC)CC)C.CCN=C=NCCCN(C)C.C1C=N[C:39]2N(O)N=[N:44][C:38]=2[CH:37]=1.C(N)(C)C. The product is [CH:38]([NH:44][C:15]([C:7]1[C:8]2[C:9](=[N:10][C:11]([NH2:20])=[CH:12][CH:13]=2)[N:5]([C:1]([CH3:2])([CH3:3])[CH3:4])[N:6]=1)=[O:17])([CH3:39])[CH3:37]. The yield is 0.430. The catalyst is C(Cl)Cl.N.CO. (3) The reactants are Br[CH2:2][C:3]1[C:4]([F:15])=[CH:5][CH:6]=[C:7]2[C:12]=1[N:11]=[C:10]([O:13][CH3:14])[CH:9]=[CH:8]2.[C-:16]#[N:17].[K+]. The catalyst is CN(C=O)C. The product is [F:15][C:4]1[C:3]([CH2:2][C:16]#[N:17])=[C:12]2[C:7]([CH:8]=[CH:9][C:10]([O:13][CH3:14])=[N:11]2)=[CH:6][CH:5]=1. The yield is 1.00. (4) The reactants are [NH2:1][C:2]1[O:6][N:5]=[C:4]([CH3:7])[C:3]=1[Br:8].[S:9]1[CH:13]=[CH:12][C:11]([C:14]2[S:18][C:17]([S:19](Cl)(=[O:21])=[O:20])=[CH:16][CH:15]=2)=[CH:10]1. No catalyst specified. The product is [Br:8][C:3]1[C:4]([CH3:7])=[N:5][O:6][C:2]=1[NH:1][S:19]([C:17]1[S:18][C:14]([C:11]2[CH:12]=[CH:13][S:9][CH:10]=2)=[CH:15][CH:16]=1)(=[O:20])=[O:21]. The yield is 0.400. (5) The reactants are C[O:2][C:3](=[O:37])[CH2:4][N:5]1[C:11](=[O:12])[CH2:10][CH2:9][CH2:8][C:7]2[CH:13]=[C:14]([NH:17][C:18]3[N:23]=[C:22]([NH:24][C:25]4[CH:30]=[CH:29][CH:28]=[CH:27][C:26]=4[S:31](=[O:35])(=[O:34])[NH:32][CH3:33])[C:21]([Cl:36])=[CH:20][N:19]=3)[CH:15]=[CH:16][C:6]1=2.[OH-].[Na+].C(O)(=O)CC(CC(O)=O)(C(O)=O)O. The catalyst is C1COCC1. The product is [Cl:36][C:21]1[C:22]([NH:24][C:25]2[CH:30]=[CH:29][CH:28]=[CH:27][C:26]=2[S:31](=[O:35])(=[O:34])[NH:32][CH3:33])=[N:23][C:18]([NH:17][C:14]2[CH:15]=[CH:16][C:6]3[N:5]([CH2:4][C:3]([OH:37])=[O:2])[C:11](=[O:12])[CH2:10][CH2:9][CH2:8][C:7]=3[CH:13]=2)=[N:19][CH:20]=1. The yield is 0.690. (6) The reactants are C([O:3][C:4](=O)[C:5]([CH3:27])=[CH:6][CH:7]=[CH:8][C:9]([CH3:26])=[CH:10][CH:11]=[CH:12][CH:13]=[C:14]([CH3:25])[CH:15]=[CH:16][CH:17]=[C:18]([CH3:24])[C:19](OCC)=[O:20])C.[H-].C([Al+]CC(C)C)C(C)C.C1(C)C=CC=CC=1.[OH-].[Na+]. The catalyst is C(Cl)Cl.O. The product is [CH3:24][C:18](=[CH:17][CH:16]=[CH:15][C:14]([CH3:25])=[CH:13][CH:12]=[CH:11][CH:10]=[C:9]([CH3:26])[CH:8]=[CH:7][CH:6]=[C:5]([CH3:27])[CH2:4][OH:3])[CH2:19][OH:20]. The yield is 0.850. (7) The reactants are [H-].[Na+].[NH2:3][C:4]1[N:9]([CH3:10])[C:8](=[O:11])[NH:7][C:6](=[O:12])[CH:5]=1.[C:13]([O:16][C@H:17]([CH3:23])[CH2:18][CH2:19][CH2:20][CH2:21]Cl)(=[O:15])[CH3:14].[Cl-].[Na+]. The catalyst is CS(C)=O. The product is [C:13]([O:16][C@H:17]([CH3:23])[CH2:18][CH2:19][CH2:20][CH2:21][N:7]1[C:6](=[O:12])[CH:5]=[C:4]([NH2:3])[N:9]([CH3:10])[C:8]1=[O:11])(=[O:15])[CH3:14]. The yield is 0.780. (8) The reactants are [CH:1]1[CH2:6][CH2:5][CH:4]=[CH:3]C=1.[CH3:7][C:8]([CH:10]=[CH2:11])=[O:9].Cl[Sn](Cl)(Cl)Cl.[C:17]([O-])(O)=O.[Na+]. The catalyst is C(Cl)Cl. The product is [CH:11]12[CH2:1][CH2:6][CH:5]([CH:4]=[CH:3]1)[CH2:17][CH:10]2[C:8](=[O:9])[CH3:7]. The yield is 0.750. (9) The reactants are [CH3:1][C:2]1[C:13]2[N:9]([CH:10]=[N:11][C:12]=2[CH3:14])[C:8]2[N:7]=[CH:6][S:5][C:4]=2[N:3]=1.[Br:15]N1C(=O)CCC1=O. The catalyst is C(#N)C. The product is [Br:15][C:10]1[N:9]2[C:13]([C:2]([CH3:1])=[N:3][C:4]3[S:5][CH:6]=[N:7][C:8]=32)=[C:12]([CH3:14])[N:11]=1. The yield is 0.150.